This data is from Forward reaction prediction with 1.9M reactions from USPTO patents (1976-2016). The task is: Predict the product of the given reaction. (1) The product is: [CH3:1][NH:2][C:3]([C:5]1[N:6]([C:15]2[CH:20]=[CH:19][C:18]([CH:21]([NH2:29])[CH3:22])=[CH:17][CH:16]=2)[C:7]2[C:12]([C:13]=1[Cl:14])=[CH:11][CH:10]=[CH:9][CH:8]=2)=[O:4]. Given the reactants [CH3:1][NH:2][C:3]([C:5]1[N:6]([C:15]2[CH:20]=[CH:19][C:18]([C:21](=O)[CH3:22])=[CH:17][CH:16]=2)[C:7]2[C:12]([C:13]=1[Cl:14])=[CH:11][CH:10]=[CH:9][CH:8]=2)=[O:4].C(O)(=O)C.C([BH3-])#[N:29].[Na+].C([O-])(=O)C.[NH4+].Cl, predict the reaction product. (2) Given the reactants [N:1]1[CH:6]=[CH:5][CH:4]=[C:3]([NH:7][C:8]2[N:15]=[CH:14][CH:13]=[CH:12][C:9]=2[CH:10]=O)[CH:2]=1.[N:16]1[CH:21]=[CH:20][C:19]([CH2:22][CH2:23][CH2:24][CH2:25][C:26](OCC)=[O:27])=[CH:18][CH:17]=1.[Li+].CC([N-]C(C)C)C, predict the reaction product. The product is: [N:1]1[CH:6]=[CH:5][CH:4]=[C:3]([N:7]2[C:8]3[C:9](=[CH:12][CH:13]=[CH:14][N:15]=3)[CH:10]=[C:25]([CH2:24][CH2:23][CH2:22][C:19]3[CH:18]=[CH:17][N:16]=[CH:21][CH:20]=3)[C:26]2=[O:27])[CH:2]=1. (3) Given the reactants [CH2:1]([P:4]([C:9]1[CH:14]=[CH:13][C:12]([NH:15][C:16]2[N:24]=[C:23]([CH:25]([CH3:27])[CH3:26])[N:22]=[C:21]3[C:17]=2[N:18]=[CH:19][N:20]3C2CCCCO2)=[CH:11][CH:10]=1)([CH2:6][CH2:7][CH3:8])=[O:5])[CH2:2][CH3:3].C(O)(C(F)(F)F)=O.C(Cl)Cl, predict the reaction product. The product is: [CH2:1]([P:4]([C:9]1[CH:14]=[CH:13][C:12]([NH:15][C:16]2[N:24]=[C:23]([CH:25]([CH3:27])[CH3:26])[N:22]=[C:21]3[C:17]=2[N:18]=[CH:19][NH:20]3)=[CH:11][CH:10]=1)([CH2:6][CH2:7][CH3:8])=[O:5])[CH2:2][CH3:3]. (4) Given the reactants C([O-])([O-])=O.[K+].[K+].[Cl:7][C:8]1[CH:13]=[CH:12][C:11]([N:14]2[C:23](=[O:24])[C:22]3[C:17](=[CH:18][CH:19]=[CH:20][CH:21]=3)[N:16]=[C:15]2[C:25]2[CH:30]=[CH:29][C:28]([OH:31])=[C:27]([CH3:32])[CH:26]=2)=[CH:10][CH:9]=1.Br[CH2:34][CH2:35][O:36][Si:37]([C:40]([CH3:43])([CH3:42])[CH3:41])([CH3:39])[CH3:38], predict the reaction product. The product is: [Si:37]([O:36][CH2:35][CH2:34][O:31][C:28]1[CH:29]=[CH:30][C:25]([C:15]2[N:14]([C:11]3[CH:10]=[CH:9][C:8]([Cl:7])=[CH:13][CH:12]=3)[C:23](=[O:24])[C:22]3[C:17](=[CH:18][CH:19]=[CH:20][CH:21]=3)[N:16]=2)=[CH:26][C:27]=1[CH3:32])([C:40]([CH3:43])([CH3:42])[CH3:41])([CH3:39])[CH3:38]. (5) The product is: [C:15]([O:19][C:20]([N:22]1[CH2:26][CH2:25][CH:24]([NH:14][C:10]2[CH:11]=[CH:12][CH:13]=[C:8]([C:6]3[CH:5]=[CH:4][N:3]=[C:2]([Cl:1])[N:7]=3)[CH:9]=2)[CH2:23]1)=[O:21])([CH3:18])([CH3:16])[CH3:17]. Given the reactants [Cl:1][C:2]1[N:7]=[C:6]([C:8]2[CH:9]=[C:10]([NH2:14])[CH:11]=[CH:12][CH:13]=2)[CH:5]=[CH:4][N:3]=1.[C:15]([O:19][C:20]([N:22]1[CH2:26][CH2:25][C:24](=O)[CH2:23]1)=[O:21])([CH3:18])([CH3:17])[CH3:16], predict the reaction product. (6) The product is: [C:3]([C:2]([C:1]#[N:5])=[C:15]([CH:16]([CH3:18])[CH3:17])[CH2:20][C:21]([O:23][CH2:24][CH3:25])=[O:22])#[N:4]. Given the reactants [C:1](#[N:5])[CH2:2][C:3]#[N:4].C([O-])(=O)C.[NH4+].C(O)(=O)C.[C:15]([CH2:20][C:21]([O:23][CH2:24][CH3:25])=[O:22])(=O)[CH:16]([CH3:18])[CH3:17], predict the reaction product.